This data is from Forward reaction prediction with 1.9M reactions from USPTO patents (1976-2016). The task is: Predict the product of the given reaction. (1) Given the reactants [CH3:1][O:2][C:3]1[CH:8]=[C:7]([C:9]([F:12])([F:11])[F:10])[CH:6]=[CH:5][C:4]=1[C:13]1[C:22]2[C:17](=[CH:18][C:19]([S:23]([N:26](CC3C=CC(OC)=CC=3)[C:27]3[N:28]=[CH:29][S:30][CH:31]=3)(=[O:25])=[O:24])=[CH:20][CH:21]=2)[CH:16]=[CH:15][N:14]=1.C(O)(C(F)(F)F)=O, predict the reaction product. The product is: [CH3:1][O:2][C:3]1[CH:8]=[C:7]([C:9]([F:10])([F:11])[F:12])[CH:6]=[CH:5][C:4]=1[C:13]1[C:22]2[C:17](=[CH:18][C:19]([S:23]([NH:26][C:27]3[N:28]=[CH:29][S:30][CH:31]=3)(=[O:25])=[O:24])=[CH:20][CH:21]=2)[CH:16]=[CH:15][N:14]=1. (2) Given the reactants [C:1]([O:5][C:6]([N:8]1[C:11]2([CH2:14][NH:13][CH2:12]2)[CH2:10][CH2:9]1)=[O:7])([CH3:4])([CH3:3])[CH3:2].[N:15]([CH2:18][CH2:19][CH2:20][C:21]1[CH:26]=[CH:25][CH:24]=[CH:23][CH:22]=1)=[C:16]=[O:17], predict the reaction product. The product is: [C:1]([O:5][C:6]([N:8]1[C:11]2([CH2:12][N:13]([C:16](=[O:17])[NH:15][CH2:18][CH2:19][CH2:20][C:21]3[CH:26]=[CH:25][CH:24]=[CH:23][CH:22]=3)[CH2:14]2)[CH2:10][CH2:9]1)=[O:7])([CH3:4])([CH3:2])[CH3:3]. (3) Given the reactants [CH3:1][C:2]([N:6]1[CH2:10][CH2:9][CH2:8][CH2:7]1)([CH3:5])[C:3]#[N:4].[C:11]1([Li])[CH:16]=[CH:15][CH:14]=[CH:13][CH:12]=1.[BH4-].[Na+], predict the reaction product. The product is: [CH3:1][C:2]([N:6]1[CH2:10][CH2:9][CH2:8][CH2:7]1)([CH3:5])[CH:3]([NH2:4])[C:11]1[CH:16]=[CH:15][CH:14]=[CH:13][CH:12]=1.